This data is from Reaction yield outcomes from USPTO patents with 853,638 reactions. The task is: Predict the reaction yield, written as a fraction of the theoretical maximum amount of product (1.0 means a 100% yield; for example, 0.34 means a 34% yield). (1) The reactants are [Cl:1][C:2]1[CH:11]=[CH:10][C:9]2[C:8](O)=[N:7][C:6]([C:13]3[CH:18]=[CH:17][C:16]([O:19][CH3:20])=[CH:15][CH:14]=3)=[CH:5][C:4]=2[N:3]=1.P(Cl)(Cl)([Cl:23])=O. No catalyst specified. The product is [Cl:1][C:2]1[CH:11]=[CH:10][C:9]2[C:4](=[CH:5][C:6]([C:13]3[CH:18]=[CH:17][C:16]([O:19][CH3:20])=[CH:15][CH:14]=3)=[N:7][C:8]=2[Cl:23])[N:3]=1. The yield is 0.860. (2) The reactants are [NH2:1][C:2]1[N:7]=[C:6]([OH:8])[C:5]([CH2:9][C:10]2[CH:32]=[CH:31][C:13]([O:14][CH2:15][CH2:16][O:17][CH2:18][CH2:19][C:20]([P:23](=[O:30])([O:27][CH2:28][CH3:29])[O:24][CH2:25][CH3:26])([F:22])[F:21])=[CH:12][C:11]=2[O:33][CH3:34])=[C:4]([CH3:35])[N:3]=1.N12CCN(CC1)CC2.[CH3:44][C:45]1[CH:50]=[C:49]([CH3:51])[CH:48]=[C:47]([CH3:52])[C:46]=1[S:53](Cl)(=[O:55])=[O:54]. The catalyst is C1COCC1. The product is [CH3:44][C:45]1[CH:50]=[C:49]([CH3:51])[CH:48]=[C:47]([CH3:52])[C:46]=1[S:53]([O:8][C:6]1[C:5]([CH2:9][C:10]2[CH:32]=[CH:31][C:13]([O:14][CH2:15][CH2:16][O:17][CH2:18][CH2:19][C:20]([P:23]([O:24][CH2:25][CH3:26])([O:27][CH2:28][CH3:29])=[O:30])([F:21])[F:22])=[CH:12][C:11]=2[O:33][CH3:34])=[C:4]([CH3:35])[N:3]=[C:2]([NH2:1])[N:7]=1)(=[O:54])=[O:55]. The yield is 0.410. (3) The reactants are [CH3:1][C:2]1[C:16](=[O:17])[N:15]=[C:14]2[N:4]([C@@H:5]3[O:9][C@H:8]([CH2:10][OH:11])[C@@H:7]([OH:12])[C@@H:6]3[O:13]2)[CH:3]=1.[CH3:18][O:19][CH2:20][CH2:21][O:22]B([O:22][CH2:21][CH2:20][O:19][CH3:18])[O:22][CH2:21][CH2:20][O:19][CH3:18]. The catalyst is COCCO. The product is [CH3:18][O:19][CH2:20][CH2:21][O:22][C@@H:6]1[C@H:7]([OH:12])[C@@H:8]([CH2:10][OH:11])[O:9][C@H:5]1[N:4]1[CH:3]=[C:2]([CH3:1])[C:16](=[O:17])[NH:15][C:14]1=[O:13]. The yield is 0.630. (4) The reactants are [OH-].[Na+].[CH3:3][C:4]1[CH:9]=[CH:8][N:7]=[CH:6][C:5]=1[N:10]1[CH2:14][CH2:13][N:12]([C:15]2[C:23]3[C:18](=[CH:19][CH:20]=[CH:21][CH:22]=3)[N:17](S(C3C=CC(C)=CC=3)(=O)=O)[CH:16]=2)[C:11]1=[O:34].CO. The catalyst is C(O)C.C(Cl)(Cl)Cl. The product is [NH:17]1[C:18]2[C:23](=[CH:22][CH:21]=[CH:20][CH:19]=2)[C:15]([N:12]2[CH2:13][CH2:14][N:10]([C:5]3[CH:6]=[N:7][CH:8]=[CH:9][C:4]=3[CH3:3])[C:11]2=[O:34])=[CH:16]1. The yield is 0.862. (5) The reactants are Cl[C:2]1[CH:3]=[CH:4][C:5]2[N:11]3[CH2:12][CH2:13][CH:8]([CH2:9][CH2:10]3)[N:7]([C:14]([O:16][C:17]([CH3:20])([CH3:19])[CH3:18])=[O:15])[C:6]=2[N:21]=1.[Cl:22][C:23]1[CH:24]=[C:25](B(O)O)[CH:26]=[CH:27][CH:28]=1.C([O-])([O-])=O.[Cs+].[Cs+]. The catalyst is C1C=CC(P(C2C=CC=CC=2)[C-]2C=CC=C2)=CC=1.C1C=CC(P(C2C=CC=CC=2)[C-]2C=CC=C2)=CC=1.Cl[Pd]Cl.[Fe+2].O1CCOCC1.O. The product is [Cl:22][C:23]1[CH:28]=[C:27]([C:2]2[CH:3]=[CH:4][C:5]3[N:11]4[CH2:10][CH2:9][CH:8]([CH2:13][CH2:12]4)[N:7]([C:14]([O:16][C:17]([CH3:20])([CH3:18])[CH3:19])=[O:15])[C:6]=3[N:21]=2)[CH:26]=[CH:25][CH:24]=1. The yield is 0.890. (6) The reactants are [C:1]([O:5][C:6]([N:8]1[CH2:13][CH2:12][N:11]([C:14]2[CH:19]=[CH:18][CH:17]=[CH:16][C:15]=2[OH:20])[CH2:10][CH2:9]1)=[O:7])([CH3:4])([CH3:3])[CH3:2].[H-].[Na+].Cl[CH2:24][C:25]([N:27]([CH2:30][CH3:31])[CH2:28][CH3:29])=[O:26]. The catalyst is CN(C=O)C. The product is [C:1]([O:5][C:6]([N:8]1[CH2:9][CH2:10][N:11]([C:14]2[CH:19]=[CH:18][CH:17]=[CH:16][C:15]=2[O:20][CH2:24][C:25](=[O:26])[N:27]([CH2:30][CH3:31])[CH2:28][CH3:29])[CH2:12][CH2:13]1)=[O:7])([CH3:4])([CH3:2])[CH3:3]. The yield is 0.750. (7) The reactants are C(Cl)Cl.[Si:4]([O:11][CH2:12][CH2:13][CH2:14][OH:15])([C:7]([CH3:10])([CH3:9])[CH3:8])([CH3:6])[CH3:5].C[N+]1([O-])CCOCC1. The catalyst is [Ru]([O-])(=O)(=O)=O.C([N+](CCC)(CCC)CCC)CC.C(#N)C. The product is [Si:4]([O:11][CH2:12][CH2:13][CH:14]=[O:15])([C:7]([CH3:10])([CH3:9])[CH3:8])([CH3:6])[CH3:5]. The yield is 0.660.